From a dataset of Reaction yield outcomes from USPTO patents with 853,638 reactions. Predict the reaction yield, written as a fraction of the theoretical maximum amount of product (1.0 means a 100% yield; for example, 0.34 means a 34% yield). The reactants are [OH:1][C:2]1[CH:3]=[C:4]([CH2:8][CH2:9][N:10]([CH2:16][C:17]2[O:18][CH:19]=[CH:20][CH:21]=2)[CH2:11][C:12]([NH:14][CH3:15])=[O:13])[CH:5]=[CH:6][CH:7]=1.[Cl:22][CH2:23][C:24]1[CH:29]=[CH:28][CH:27]=[CH:26][C:25]=1[F:30].C([O-])([O-])=O.[K+].[K+].[I-].[K+]. The product is [ClH:22].[F:30][C:25]1[CH:26]=[CH:27][CH:28]=[CH:29][C:24]=1[CH2:23][O:1][C:2]1[CH:3]=[C:4]([CH2:8][CH2:9][N:10]([CH2:16][C:17]2[O:18][CH:19]=[CH:20][CH:21]=2)[CH2:11][C:12]([NH:14][CH3:15])=[O:13])[CH:5]=[CH:6][CH:7]=1. The catalyst is CN(C)C=O. The yield is 0.720.